This data is from Full USPTO retrosynthesis dataset with 1.9M reactions from patents (1976-2016). The task is: Predict the reactants needed to synthesize the given product. Given the product [OH:29][CH2:28][C@H:17]([NH:16][C:12]([C:10]1[CH:11]=[C:2]([I:1])[CH:3]=[C:4]2[C:9]=1[O:8][CH:7]([CH3:15])[CH:6]=[CH:5]2)=[O:14])[CH2:18][C:19]1[C:27]2[C:22](=[CH:23][CH:24]=[CH:25][CH:26]=2)[NH:21][CH:20]=1, predict the reactants needed to synthesize it. The reactants are: [I:1][C:2]1[CH:3]=[C:4]2[C:9](=[C:10]([C:12]([OH:14])=O)[CH:11]=1)[O:8][CH:7]([CH3:15])[CH:6]=[CH:5]2.[NH2:16][C@@H:17]([CH2:28][OH:29])[CH2:18][C:19]1[C:27]2[C:22](=[CH:23][CH:24]=[CH:25][CH:26]=2)[NH:21][CH:20]=1.C(Cl)CCl.C1C=CC2N(O)N=NC=2C=1.